This data is from Reaction yield outcomes from USPTO patents with 853,638 reactions. The task is: Predict the reaction yield, written as a fraction of the theoretical maximum amount of product (1.0 means a 100% yield; for example, 0.34 means a 34% yield). (1) The reactants are [NH2:1][C:2]1[C:6]2[CH2:7][N:8]([C:11]([O:13][C:14]([CH3:17])([CH3:16])[CH3:15])=[O:12])[CH2:9][CH2:10][C:5]=2[NH:4][N:3]=1.Br[CH2:19][CH2:20][CH2:21][CH2:22]Br.C([O-])([O-])=O.[Cs+].[Cs+]. The catalyst is CC#N. The product is [C:14]([O:13][C:11]([N:8]1[CH2:9][CH2:10][C:5]2[NH:4][N:3]=[C:2]([N:1]3[CH2:22][CH2:21][CH2:20][CH2:19]3)[C:6]=2[CH2:7]1)=[O:12])([CH3:17])([CH3:16])[CH3:15]. The yield is 0.244. (2) The reactants are [Cl:1][C:2]1[CH:3]=[C:4]([O:21][CH3:22])[CH:5]=[C:6]2[C:11]=1[O:10][CH:9]([C:12]([F:15])([F:14])[F:13])[C:8]([C:16]([O:18][CH2:19][CH3:20])=[O:17])=[CH:7]2.[Cl:23]Cl. The catalyst is C(O)(=O)C. The product is [Cl:23][C:5]1[C:4]([O:21][CH3:22])=[CH:3][C:2]([Cl:1])=[C:11]2[C:6]=1[CH:7]=[C:8]([C:16]([O:18][CH2:19][CH3:20])=[O:17])[CH:9]([C:12]([F:15])([F:14])[F:13])[O:10]2. The yield is 0.0740. (3) The reactants are [H-].[Na+].[CH2:3]([O:13][CH2:14][CH2:15][CH2:16][CH2:17]Br)/[CH:4]=[C:5](/[CH2:7][CH2:8][CH:9]=[C:10]([CH3:12])[CH3:11])\[CH3:6].[NH:19]1[CH:23]=[CH:22][N:21]=[CH:20]1. No catalyst specified. The product is [CH2:3]([O:13][CH2:14][CH2:15][CH2:16][CH2:17][N:19]1[CH:23]=[CH:22][N:21]=[CH:20]1)/[CH:4]=[C:5](/[CH2:7][CH2:8][CH:9]=[C:10]([CH3:12])[CH3:11])\[CH3:6]. The yield is 0.900. (4) The reactants are Cl.Cl.Cl.[Br:4][C:5]1[CH:6]=[C:7]2[C:11](=[CH:12][CH:13]=1)[C@@H:10]([N:14]1[CH2:19][CH2:18][N:17]([C:20]3([CH3:26])[CH2:25][CH2:24][NH:23][CH2:22][CH2:21]3)[CH2:16][C@@H:15]1[CH3:27])[C@H:9]([O:28][CH2:29][CH3:30])[CH2:8]2.[CH3:31][C:32]1[C:37]([C:38](O)=[O:39])=[C:36]([CH3:41])[N:35]=[CH:34][N:33]=1.Cl.CN(C)CCCN=C=NCC.ON1C2C=CC=CC=2N=N1.C(N(CC)CC)C. The catalyst is C(Cl)Cl.CO.CCOC(C)=O. The product is [Br:4][C:5]1[CH:6]=[C:7]2[C:11](=[CH:12][CH:13]=1)[C@H:10]([N:14]1[CH2:19][CH2:18][N:17]([C:20]3([CH3:26])[CH2:21][CH2:22][N:23]([C:38]([C:37]4[C:32]([CH3:31])=[N:33][CH:34]=[N:35][C:36]=4[CH3:41])=[O:39])[CH2:24][CH2:25]3)[CH2:16][C@@H:15]1[CH3:27])[C@H:9]([O:28][CH2:29][CH3:30])[CH2:8]2. The yield is 0.800. (5) The reactants are O1[CH2:5][CH2:4][CH2:3]N1.B(O)O.O[C:10]([C:13](O)([CH3:15])[CH3:14])([CH3:12])[CH3:11].[C:17]([O-])(=O)[CH3:18].[K+].[C:22](=O)([O-])[O-].[Cs+].[Cs+]. The catalyst is CS(C)=O.C1C=CC(P(C2C=CC=CC=2)[C-]2C=CC=C2)=CC=1.C1C=CC(P(C2C=CC=CC=2)[C-]2C=CC=C2)=CC=1.Cl[Pd]Cl.[Fe+2]. The product is [C:10]1([C:13]2[CH:15]=[CH:18][CH:17]=[CH:22][CH:14]=2)[CH:12]=[CH:5][CH:4]=[CH:3][CH:11]=1. The yield is 0.530. (6) The reactants are [C:1]([BH3-])#[N:2].[Na+].[ClH:5].N[CH:7]([CH3:37])[CH2:8][C:9]([NH:11][C:12]1[CH:17]=[CH:16][CH:15]=[C:14]([C:18]2[CH:23]=[CH:22][N:21]=[C:20]([NH:24][CH2:25][CH2:26][C:27]3[CH:32]=[CH:31][C:30]([O:33][CH3:34])=[C:29]([O:35][CH3:36])[CH:28]=3)[N:19]=2)[CH:13]=1)=[O:10].C=O.[CH2:40](N(CC)CC)C. The catalyst is CO.C(O)(=O)C. The product is [ClH:5].[CH3:36][O:35][C:29]1[CH:28]=[C:27]([CH2:26][CH2:25][NH:24][C:20]2[N:19]=[C:18]([C:14]3[CH:13]=[C:12]([NH:11][C:9](=[O:10])[CH2:8][CH:7]([N:2]([CH3:1])[CH3:40])[CH3:37])[CH:17]=[CH:16][CH:15]=3)[CH:23]=[CH:22][N:21]=2)[CH:32]=[CH:31][C:30]=1[O:33][CH3:34]. The yield is 0.410. (7) The reactants are [Cl:1][C:2]1[CH:3]=[CH:4][C:5]([O:12][CH3:13])=[C:6]([S:8](Cl)(=[O:10])=[O:9])[CH:7]=1.[CH3:14][O:15][C:16](=[O:25])[C:17]1[CH:22]=[CH:21][C:20]([OH:23])=[C:19]([NH2:24])[CH:18]=1. The catalyst is N1C=CC=CC=1. The product is [CH3:14][O:15][C:16](=[O:25])[C:17]1[CH:22]=[CH:21][C:20]([OH:23])=[C:19]([NH:24][S:8]([C:6]2[CH:7]=[C:2]([Cl:1])[CH:3]=[CH:4][C:5]=2[O:12][CH3:13])(=[O:10])=[O:9])[CH:18]=1. The yield is 0.810. (8) The yield is 0.300. The product is [CH3:24][O:25][C:26](=[O:41])[C:27]1[CH:28]=[CH:29][CH:30]=[C:31]([N:33]2[C:11]([CH3:12])=[CH:10][CH:9]=[C:8]2[C:6]2[CH:7]=[C:2]([Br:1])[CH:3]=[CH:4][C:5]=2[O:15][CH2:16][C:17]2[CH:22]=[CH:21][C:20]([F:23])=[CH:19][CH:18]=2)[C:53]=1[N:54]1[CH2:55][CH2:42][CH2:56][CH2:57][C:58]1=[O:59]. The reactants are [Br:1][C:2]1[CH:3]=[CH:4][C:5]([O:15][CH2:16][C:17]2[CH:22]=[CH:21][C:20]([F:23])=[CH:19][CH:18]=2)=[C:6]([C:8](=O)[CH2:9][CH2:10][C:11](=O)[CH3:12])[CH:7]=1.[CH3:24][O:25][C:26](=[O:41])[C:27]1C=[C:31]([N:33]2CCCCC2=O)[CH:30]=[C:29](N)[CH:28]=1.[CH3:42]C1C=CC(S(O)(=O)=O)=CC=1.[CH3:53][N:54]1[C:58](=[O:59])[CH2:57][CH2:56][CH2:55]1. The catalyst is CCOC(C)=O. (9) The reactants are Cl[C:2]1[CH:10]=[C:9]2[C:5](/[C:6](=[CH:12]/[C:13]3[CH:18]=[CH:17][CH:16]=[C:15]([Cl:19])[CH:14]=3)/[C:7](=[O:11])[NH:8]2)=[CH:4][CH:3]=1.[C:20]([O:24][C:25]([O:27]C(OC(C)(C)C)=O)=O)([CH3:23])([CH3:22])[CH3:21].[CH2:35]([N:37](CC)CC)C. The catalyst is CN(C)C1C=CN=CC=1.ClCCl. The product is [C:20]([O:24][C:25]([N:8]1[C:9]2[C:5](=[CH:4][CH:3]=[C:2]([C:35]#[N:37])[CH:10]=2)/[C:6](=[CH:12]/[C:13]2[CH:18]=[CH:17][CH:16]=[C:15]([Cl:19])[CH:14]=2)/[C:7]1=[O:11])=[O:27])([CH3:23])([CH3:22])[CH3:21]. The yield is 0.934. (10) The reactants are C([O-])([O-])=O.[Cs+].[Cs+].CB1OB(C)OB(C)O1.[CH2:16](Cl)Cl.[NH2:19][C:20]1[CH:25]=[CH:24][C:23]([S:26]([F:31])([F:30])([F:29])([F:28])[F:27])=[CH:22][C:21]=1Br. The catalyst is C(COC)OC.CCOCC.Cl[Pd]Cl.O. The product is [NH2:19][C:20]1[CH:25]=[CH:24][C:23]([S:26]([F:31])([F:30])([F:29])([F:28])[F:27])=[CH:22][C:21]=1[CH3:16]. The yield is 0.760.